This data is from Forward reaction prediction with 1.9M reactions from USPTO patents (1976-2016). The task is: Predict the product of the given reaction. (1) Given the reactants [Cl:1][C:2]1[CH:7]=[CH:6][C:5]([O:8][CH3:9])=[C:4]([CH2:10]Cl)[CH:3]=1.[C-:12]#[N:13].[K+].C1OCCOCCOCCOCCOCCOC1, predict the reaction product. The product is: [Cl:1][C:2]1[CH:7]=[CH:6][C:5]([O:8][CH3:9])=[C:4]([CH2:10][C:12]#[N:13])[CH:3]=1. (2) Given the reactants O=[C:2]([C:17]1[CH:22]=[CH:21][CH:20]=[CH:19][CH:18]=1)[CH2:3][O:4][C:5](=O)[CH2:6][CH2:7][CH2:8][CH2:9][CH2:10][CH2:11][C:12]([O:14][CH3:15])=[O:13].C([NH2:26])(=O)C.B(F)(F)F.CCOCC, predict the reaction product. The product is: [CH3:15][O:14][C:12](=[O:13])[CH2:11][CH2:10][CH2:9][CH2:8][CH2:7][CH2:6][C:5]1[O:4][CH:3]=[C:2]([C:17]2[CH:22]=[CH:21][CH:20]=[CH:19][CH:18]=2)[N:26]=1. (3) The product is: [N+:1]([C:4]1[C:5]([NH:22][CH2:21][C:20]2[CH:19]=[CH:18][C:17]([C:16]([F:15])([F:25])[F:26])=[CH:24][CH:23]=2)=[CH:6][CH:7]=[C:8]2[C:13]=1[N:12]=[CH:11][CH:10]=[CH:9]2)([O-:3])=[O:2]. Given the reactants [N+:1]([C:4]1[C:5](Cl)=[CH:6][CH:7]=[C:8]2[C:13]=1[N:12]=[CH:11][CH:10]=[CH:9]2)([O-:3])=[O:2].[F:15][C:16]([F:26])([F:25])[C:17]1[CH:24]=[CH:23][C:20]([CH2:21][NH2:22])=[CH:19][CH:18]=1, predict the reaction product. (4) Given the reactants [F:1][C:2]([F:32])([F:31])[C:3]1[CH:8]=[CH:7][C:6]([C:9]2[C:10]([C:15]([NH:17][C:18]3[CH:27]=[C:26]4[C:21]([CH:22]=[C:23]([C:28](O)=[O:29])[CH:24]=[N:25]4)=[CH:20][CH:19]=3)=[O:16])=[CH:11][CH:12]=[CH:13][CH:14]=2)=[CH:5][CH:4]=1.Cl.[F:34][C:35]([F:39])([F:38])[CH2:36][NH2:37].Cl.CN(C)CCCN=C=NCC.ON1C2C=CC=CC=2N=N1.C(N(CC)CC)C, predict the reaction product. The product is: [F:34][C:35]([F:39])([F:38])[CH2:36][NH:37][C:28]([C:23]1[CH:24]=[N:25][C:26]2[C:21]([CH:22]=1)=[CH:20][CH:19]=[C:18]([NH:17][C:15]([C:10]1[C:9]([C:6]3[CH:5]=[CH:4][C:3]([C:2]([F:32])([F:1])[F:31])=[CH:8][CH:7]=3)=[CH:14][CH:13]=[CH:12][CH:11]=1)=[O:16])[CH:27]=2)=[O:29]. (5) Given the reactants [NH:1]1[C:5]2[CH:6]=[CH:7][C:8]([C:10]([OH:12])=O)=[CH:9][C:4]=2[N:3]=[CH:2]1.[C:13]1([C:19]2[CH:32]=[CH:31][C:22]3[C@@H:23]4[C@H:28]([CH2:29][CH2:30][C:21]=3[CH:20]=2)[NH:27][CH2:26][CH2:25][CH2:24]4)[CH:18]=[CH:17][CH:16]=[CH:15][CH:14]=1, predict the reaction product. The product is: [NH:1]1[C:5]2[CH:6]=[CH:7][C:8]([C:10]([N:27]3[C@@H:28]4[C@@H:23]([C:22]5[CH:31]=[CH:32][C:19]([C:13]6[CH:18]=[CH:17][CH:16]=[CH:15][CH:14]=6)=[CH:20][C:21]=5[CH2:30][CH2:29]4)[CH2:24][CH2:25][CH2:26]3)=[O:12])=[CH:9][C:4]=2[N:3]=[CH:2]1. (6) Given the reactants C(OC(=O)[NH:7][CH:8]1[CH2:20][C:19]2[C:18]3[C:13](=[CH:14][CH:15]=[C:16]([Br:21])[CH:17]=3)[N:12]([CH2:22][C:23]3[CH:28]=[CH:27][CH:26]=[C:25]([F:29])[CH:24]=3)[C:11]=2[CH2:10][CH2:9]1)(C)(C)C, predict the reaction product. The product is: [Br:21][C:16]1[CH:17]=[C:18]2[C:13](=[CH:14][CH:15]=1)[N:12]([CH2:22][C:23]1[CH:28]=[CH:27][CH:26]=[C:25]([F:29])[CH:24]=1)[C:11]1[CH2:10][CH2:9][CH:8]([NH2:7])[CH2:20][C:19]2=1.